From a dataset of Reaction yield outcomes from USPTO patents with 853,638 reactions. Predict the reaction yield, written as a fraction of the theoretical maximum amount of product (1.0 means a 100% yield; for example, 0.34 means a 34% yield). (1) The yield is 1.00. The product is [C:1]([OH:4])(=[O:3])[CH3:2].[C:20]([C:17]1[CH:16]=[CH:15][C:14]([C:11]2[CH:12]=[CH:13][N:8]([CH2:7][C:6](=[NH:5])[NH2:25])[C:9](=[O:24])[CH:10]=2)=[CH:19][CH:18]=1)([CH3:23])([CH3:21])[CH3:22]. The reactants are [C:1]([O:4][N:5]=[C:6]([NH2:25])[CH2:7][N:8]1[CH:13]=[CH:12][C:11]([C:14]2[CH:19]=[CH:18][C:17]([C:20]([CH3:23])([CH3:22])[CH3:21])=[CH:16][CH:15]=2)=[CH:10][C:9]1=[O:24])(=[O:3])[CH3:2]. The catalyst is C(O)C.C(Cl)Cl.[Pd]. (2) The reactants are Cl[CH2:2][C:3]([NH:5][C:6]1[CH:11]=[C:10]([CH3:12])[CH:9]=[CH:8][C:7]=1[CH:13]([CH3:15])[CH3:14])=[O:4].CC(C)=O.[S-:20][C:21]#[N:22].[K+]. The catalyst is C(OCC)(=O)C.C(=O)([O-])[O-].[Cs+].[Cs+]. The product is [NH:22]=[C:21]1[N:5]([C:6]2[CH:11]=[C:10]([CH3:12])[CH:9]=[CH:8][C:7]=2[CH:13]([CH3:15])[CH3:14])[C:3](=[O:4])[CH2:2][S:20]1. The yield is 0.990. (3) The reactants are C([O:4][C@@H:5]1[C@:9]([CH:18]=[CH2:19])([O:10][CH2:11][C:12]2[CH:17]=[CH:16][CH:15]=[CH:14][CH:13]=2)[C@@H:8]([CH2:20][O:21][CH2:22][C:23]2[CH:28]=[CH:27][CH:26]=[CH:25][CH:24]=2)[O:7][C@H:6]1[N:29]1[CH:37]=[C:35]([CH3:36])[C:33](=[O:34])[NH:32][C:30]1=[O:31])(=O)C.C[O-].[Na+].Cl. The catalyst is CO. The product is [CH2:11]([O:10][C@:9]1([CH:18]=[CH2:19])[C@@H:8]([CH2:20][O:21][CH2:22][C:23]2[CH:28]=[CH:27][CH:26]=[CH:25][CH:24]=2)[O:7][C@@H:6]([N:29]2[CH:37]=[C:35]([CH3:36])[C:33](=[O:34])[NH:32][C:30]2=[O:31])[C@@H:5]1[OH:4])[C:12]1[CH:13]=[CH:14][CH:15]=[CH:16][CH:17]=1. The yield is 0.970. (4) The reactants are [F:1][C:2]1[CH:3]=[CH:4][C:5]([O:10][CH2:11][CH2:12][C:13]2[CH:18]=[CH:17][C:16]([C:19]([F:22])([F:21])[F:20])=[CH:15][CH:14]=2)=[C:6]([CH2:8]O)[CH:7]=1.[BrH:23].[C:24]1([PH+:30]([C:37]2[CH:42]=[CH:41][CH:40]=[CH:39][CH:38]=2)[C:31]2[CH:36]=[CH:35][CH:34]=[CH:33][CH:32]=2)[CH:29]=[CH:28][CH:27]=[CH:26][CH:25]=1. The catalyst is C(#N)C. The product is [Br-:23].[F:1][C:2]1[CH:3]=[CH:4][C:5]([O:10][CH2:11][CH2:12][C:13]2[CH:18]=[CH:17][C:16]([C:19]([F:22])([F:21])[F:20])=[CH:15][CH:14]=2)=[C:6]([CH:7]=1)[CH2:8][P+:30]([C:31]1[CH:32]=[CH:33][CH:34]=[CH:35][CH:36]=1)([C:37]1[CH:42]=[CH:41][CH:40]=[CH:39][CH:38]=1)[C:24]1[CH:25]=[CH:26][CH:27]=[CH:28][CH:29]=1. The yield is 0.760. (5) The reactants are C([O-])(=O)C.[K+].[B:15]1([B:15]2[O:19][C:18]([CH3:21])([CH3:20])[C:17]([CH3:23])([CH3:22])[O:16]2)[O:19][C:18]([CH3:21])([CH3:20])[C:17]([CH3:23])([CH3:22])[O:16]1.Br[C:25]1[CH:26]=[CH:27][C:28]([S:31][CH3:32])=[N:29][CH:30]=1. The catalyst is C1C=CC(P(C2C=CC=CC=2)[C-]2C=CC=C2)=CC=1.C1C=CC(P(C2C=CC=CC=2)[C-]2C=CC=C2)=CC=1.Cl[Pd]Cl.[Fe+2].CS(C)=O. The product is [CH3:32][S:31][C:28]1[CH:27]=[CH:26][C:25]([B:15]2[O:16][C:17]([CH3:22])([CH3:23])[C:18]([CH3:20])([CH3:21])[O:19]2)=[CH:30][N:29]=1. The yield is 0.970.